This data is from Reaction yield outcomes from USPTO patents with 853,638 reactions. The task is: Predict the reaction yield, written as a fraction of the theoretical maximum amount of product (1.0 means a 100% yield; for example, 0.34 means a 34% yield). (1) The reactants are Cl[C:2]1[C:3]2[N:11]=[N:10][N:9]([CH2:12][C:13]3[CH:18]=[CH:17][CH:16]=[C:15]([C:19]4([O:24][Si:25]([CH3:28])([CH3:27])[CH3:26])[CH2:23][CH2:22][CH2:21][CH2:20]4)[N:14]=3)[C:4]=2[N:5]=[C:6]([NH2:8])[N:7]=1.[CH3:29][C:30]1[N:31]=[CH:32][S:33][CH:34]=1. No catalyst specified. The product is [CH3:29][C:30]1[N:31]=[C:32]([C:2]2[C:3]3[N:11]=[N:10][N:9]([CH2:12][C:13]4[CH:18]=[CH:17][CH:16]=[C:15]([C:19]5([O:24][Si:25]([CH3:28])([CH3:26])[CH3:27])[CH2:20][CH2:21][CH2:22][CH2:23]5)[N:14]=4)[C:4]=3[N:5]=[C:6]([NH2:8])[N:7]=2)[S:33][CH:34]=1. The yield is 0.200. (2) The reactants are Cl[C:2]1[C:7]([CH:8]=[O:9])=[C:6]([N:10]2[CH2:21][C:20]3[N:19]4[C:14]([CH2:15][CH2:16][CH2:17][CH2:18]4)=[CH:13][C:12]=3[C:11]2=[O:22])[N:5]=[CH:4][CH:3]=1.[CH3:23][N:24]1[CH:29]=[C:28](B2OC(C)(C)C(C)(C)O2)[CH:27]=[C:26]([NH:39][C:40]2[CH:45]=[CH:44][C:43]([N:46]3[CH2:51][CH2:50][N:49]([CH:52]4[CH2:55][O:54][CH2:53]4)[CH2:48][C@@H:47]3[CH3:56])=[CH:42][N:41]=2)[C:25]1=[O:57].C([O-])(=O)C.[Na+].[O-]P([O-])([O-])=O.[K+].[K+].[K+]. The catalyst is C1C=CC(P(C2C=CC=CC=2)[C-]2C=CC=C2)=CC=1.C1C=CC(P(C2C=CC=CC=2)[C-]2C=CC=C2)=CC=1.Cl[Pd]Cl.[Fe+2].O.C(#N)C. The product is [CH3:23][N:24]1[C:25](=[O:57])[C:26]([NH:39][C:40]2[CH:45]=[CH:44][C:43]([N:46]3[CH2:51][CH2:50][N:49]([CH:52]4[CH2:53][O:54][CH2:55]4)[CH2:48][CH:47]3[CH3:56])=[CH:42][N:41]=2)=[CH:27][C:28]([C:2]2[C:7]([CH:8]=[O:9])=[C:6]([N:10]3[CH2:21][C:20]4[N:19]5[C:14]([CH2:15][CH2:16][CH2:17][CH2:18]5)=[CH:13][C:12]=4[C:11]3=[O:22])[N:5]=[CH:4][CH:3]=2)=[CH:29]1. The yield is 0.300. (3) The reactants are [CH2:1]([OH:8])[C:2]#[C:3][C:4]#[C:5][CH2:6][OH:7].[C:9]1([CH3:21])[CH:14]=[CH:13][C:12]([S:15]([N:18]=[C:19]=[O:20])(=[O:17])=[O:16])=[CH:11][CH:10]=1.O. The catalyst is CS(C)=O. The product is [C:9]1([CH3:21])[CH:10]=[CH:11][C:12]([S:15]([NH:18][C:19]([O:7][CH2:6][CH3:5])=[O:20])(=[O:16])=[O:17])=[CH:13][CH:14]=1.[CH2:1]([OH:8])[C:2]#[C:3][C:4]#[C:5][CH2:6][OH:7]. The yield is 0.900. (4) The reactants are [O:1]1[CH2:6][CH2:5][O:4][C:3]2[CH:7]=[C:8]([C:11]3[NH:12][C:13]4[N:14]([N:18]=[CH:19][C:20]=4[C:21](/[N:23]=[C:24](/[N:26](C)C)\[CH3:25])=[O:22])[C:15](=[O:17])[CH:16]=3)[CH:9]=[CH:10][C:2]1=2.NO.Cl.CC(O)=O.ClCCl.CO. The catalyst is O1CCOCC1.[OH-].[Na+]. The product is [O:1]1[CH2:6][CH2:5][O:4][C:3]2[CH:7]=[C:8]([C:11]3[NH:12][C:13]4[N:14]([N:18]=[CH:19][C:20]=4[C:21]4[O:22][N:26]=[C:24]([CH3:25])[N:23]=4)[C:15](=[O:17])[CH:16]=3)[CH:9]=[CH:10][C:2]1=2. The yield is 0.220. (5) The reactants are C(=O)([O-])[O-].[K+].[K+].[Cl:7][C:8]1[N:9]=[C:10]([C:15]([NH:17][C@@H:18]2[CH2:23][CH2:22][N:21](C(=O)C(F)(F)F)[CH2:20][C@@H:19]2[NH:30][C:31](=[O:37])[O:32][C:33]([CH3:36])([CH3:35])[CH3:34])=[O:16])[NH:11][C:12]=1[CH2:13][CH3:14].C(N(CC)CC)C.Br[C:46]1[S:47][C:48]2[C:54]([C:55]([O:57][CH2:58][CH3:59])=[O:56])=[CH:53][CH:52]=[CH:51][C:49]=2[N:50]=1. The catalyst is CO. The product is [C:33]([O:32][C:31]([NH:30][C@@H:19]1[C@H:18]([NH:17][C:15]([C:10]2[NH:11][C:12]([CH2:13][CH3:14])=[C:8]([Cl:7])[N:9]=2)=[O:16])[CH2:23][CH2:22][N:21]([C:46]2[S:47][C:48]3[C:54]([C:55]([O:57][CH2:58][CH3:59])=[O:56])=[CH:53][CH:52]=[CH:51][C:49]=3[N:50]=2)[CH2:20]1)=[O:37])([CH3:36])([CH3:34])[CH3:35]. The yield is 0.800. (6) The reactants are [CH3:1][N:2]([CH3:22])[C:3]1[C:8]([CH3:9])=[CH:7][N:6]=[C:5]([NH:10][C@@H:11]2[CH2:16][CH2:15][C@H:14]([NH:17][C:18](=[O:21])[CH2:19]Br)[CH2:13][CH2:12]2)[N:4]=1.[F:23][C:24]1[CH:25]=[C:26]([OH:30])[CH:27]=[CH:28][CH:29]=1.C([O-])([O-])=O.[Cs+].[Cs+]. The catalyst is O1CCOCC1.C(Cl)Cl. The product is [CH3:1][N:2]([CH3:22])[C:3]1[C:8]([CH3:9])=[CH:7][N:6]=[C:5]([NH:10][C@@H:11]2[CH2:16][CH2:15][C@H:14]([NH:17][C:18](=[O:21])[CH2:19][O:30][C:26]3[CH:27]=[CH:28][CH:29]=[C:24]([F:23])[CH:25]=3)[CH2:13][CH2:12]2)[N:4]=1. The yield is 0.340. (7) The product is [N+:1]([C:4]1[CH:5]=[C:6]([CH:10]=[C:11]([C:13]([F:14])([F:15])[F:16])[CH:12]=1)[C:7]([O:9][CH3:17])=[O:8])([O-:3])=[O:2]. The catalyst is CN(C)C=O.O. The reactants are [N+:1]([C:4]1[CH:5]=[C:6]([CH:10]=[C:11]([C:13]([F:16])([F:15])[F:14])[CH:12]=1)[C:7]([OH:9])=[O:8])([O-:3])=[O:2].[C:17](=O)([O-])[O-].[K+].[K+].IC. The yield is 0.920. (8) The reactants are [CH2:1]([O:8][C:9]1[CH:10]=[CH:11][C:12]([OH:18])=[C:13]([C:15](=O)[CH3:16])[CH:14]=1)[C:2]1[CH:7]=[CH:6][CH:5]=[CH:4][CH:3]=1.C(=O)([O-])[O-].[K+].[K+].Br[CH2:26][C:27]([O:29][CH2:30][CH3:31])=[O:28].O. The catalyst is CN(C)C=O. The product is [CH2:1]([O:8][C:9]1[CH:10]=[CH:11][C:12]2[O:18][C:26]([C:27]([O:29][CH2:30][CH3:31])=[O:28])=[C:15]([CH3:16])[C:13]=2[CH:14]=1)[C:2]1[CH:7]=[CH:6][CH:5]=[CH:4][CH:3]=1. The yield is 0.170.